This data is from Catalyst prediction with 721,799 reactions and 888 catalyst types from USPTO. The task is: Predict which catalyst facilitates the given reaction. (1) Reactant: [F:1][C:2]([F:16])([C:9]1[CH:14]=[CH:13][CH:12]=[C:11]([CH3:15])[N:10]=1)[CH2:3]OS(C)(=O)=O.[N-:17]=[N+:18]=[N-:19].[Na+]. Product: [N:17]([CH2:3][C:2]([C:9]1[CH:14]=[CH:13][CH:12]=[C:11]([CH3:15])[N:10]=1)([F:16])[F:1])=[N+:18]=[N-:19]. The catalyst class is: 16. (2) Reactant: [C:12]([O:11][C:9](O[C:9]([O:11][C:12]([CH3:15])(C)C)=[O:10])=[O:10])(C)(C)[CH3:15].[CH2:16]([O:23][C:24]1[CH:32]=[C:31]2[C:27]([C:28]([CH:33]3[CH2:38][CH2:37][CH2:36][CH2:35][CH2:34]3)=[N:29][NH:30]2)=[CH:26][CH:25]=1)[C:17]1[CH:22]=[CH:21][CH:20]=[CH:19][CH:18]=1.[C:39](#N)[CH3:40]. Product: [CH2:12]([O:11][C:9]([N:30]1[C:31]2[C:27](=[CH:26][CH:25]=[C:24]([O:23][CH2:16][C:17]3[CH:18]=[CH:19][CH:20]=[CH:21][CH:22]=3)[CH:32]=2)[C:28]([CH:33]2[CH2:34][CH2:35][CH2:36][CH2:37][CH2:38]2)=[N:29]1)=[O:10])[CH2:15][CH2:39][CH3:40]. The catalyst class is: 142.